Task: Predict the reactants needed to synthesize the given product.. Dataset: Full USPTO retrosynthesis dataset with 1.9M reactions from patents (1976-2016) (1) Given the product [CH3:16][O:17][C:18](=[O:39])/[CH:19]=[CH:12]/[C:11]1[CH:14]=[CH:15][C:8]([O:7][CH2:1][CH2:2][CH2:3][CH2:4][CH2:5][CH3:6])=[CH:9][CH:10]=1, predict the reactants needed to synthesize it. The reactants are: [CH2:1]([O:7][C:8]1[CH:15]=[CH:14][C:11]([CH:12]=O)=[CH:10][CH:9]=1)[CH2:2][CH2:3][CH2:4][CH2:5][CH3:6].[CH3:16][O:17][C:18](=[O:39])[CH:19]=P(C1C=CC=CC=1)(C1C=CC=CC=1)C1C=CC=CC=1. (2) The reactants are: [CH:1]1([NH:4][C:5]([C:7]2[C:15]3[CH:14]=[C:13]([C:16]4[C:21]([Br:22])=[CH:20][N:19]=[C:18](Cl)[N:17]=4)[S:12][C:11]=3[CH:10]=[CH:9][CH:8]=2)=[O:6])[CH2:3][CH2:2]1.[C:24]([O:28][C:29]([N:31]1[CH2:36][CH2:35][C:34]([CH2:38][CH2:39][NH2:40])([CH3:37])[CH2:33][CH2:32]1)=[O:30])([CH3:27])([CH3:26])[CH3:25].C(N(C(C)C)CC)(C)C. Given the product [C:24]([O:28][C:29]([N:31]1[CH2:36][CH2:35][C:34]([CH2:38][CH2:39][NH:40][C:18]2[N:17]=[C:16]([C:13]3[S:12][C:11]4[CH:10]=[CH:9][CH:8]=[C:7]([C:5](=[O:6])[NH:4][CH:1]5[CH2:3][CH2:2]5)[C:15]=4[CH:14]=3)[C:21]([Br:22])=[CH:20][N:19]=2)([CH3:37])[CH2:33][CH2:32]1)=[O:30])([CH3:27])([CH3:26])[CH3:25], predict the reactants needed to synthesize it. (3) Given the product [Br:1][C:2]1[C:3]([N+:23]([O-:25])=[O:24])=[CH:4][C:5]2[O:9][C:8]([C:10]3[CH:11]=[CH:12][C:13]([F:16])=[CH:14][CH:15]=3)=[C:7]([C:17]([O:19][CH2:20][CH3:21])=[O:18])[C:6]=2[CH:22]=1, predict the reactants needed to synthesize it. The reactants are: [Br:1][C:2]1[CH:3]=[CH:4][C:5]2[O:9][C:8]([C:10]3[CH:15]=[CH:14][C:13]([F:16])=[CH:12][CH:11]=3)=[C:7]([C:17]([O:19][CH2:20][CH3:21])=[O:18])[C:6]=2[CH:22]=1.[N+:23]([O-])([OH:25])=[O:24]. (4) Given the product [NH2:23][C:2]([CH2:9][C:10]1[CH:15]=[C:14]([F:16])[C:13]([F:17])=[CH:12][C:11]=1[F:18])=[CH:3][C:4]([O:6][CH2:7][CH3:8])=[O:5], predict the reactants needed to synthesize it. The reactants are: O=[C:2]([CH2:9][C:10]1[CH:15]=[C:14]([F:16])[C:13]([F:17])=[CH:12][C:11]=1[F:18])[CH2:3][C:4]([O:6][CH2:7][CH3:8])=[O:5].C([O-])(=O)C.[NH4+:23].CCCCCC. (5) The reactants are: [Cl:1][C:2]1[CH:7]=[CH:6][C:5]([N:8]=[C:9]=[O:10])=[CH:4][CH:3]=1.[CH2:11]([O:13][C:14]([C:16]1([CH2:21][O:22][C:23]2[CH:28]=[CH:27][C:26]([C:29]3[CH:34]=[CH:33][C:32]([F:35])=[CH:31][CH:30]=3)=[CH:25][CH:24]=2)[CH2:20][CH2:19][NH:18][CH2:17]1)=[O:15])[CH3:12]. Given the product [CH2:11]([O:13][C:14]([C:16]1([CH2:21][O:22][C:23]2[CH:28]=[CH:27][C:26]([C:29]3[CH:30]=[CH:31][C:32]([F:35])=[CH:33][CH:34]=3)=[CH:25][CH:24]=2)[CH2:20][CH2:19][N:18]([C:9](=[O:10])[NH:8][C:5]2[CH:6]=[CH:7][C:2]([Cl:1])=[CH:3][CH:4]=2)[CH2:17]1)=[O:15])[CH3:12], predict the reactants needed to synthesize it. (6) Given the product [Br:1][C:2]1[CH:11]=[C:10]2[C:5]([C:6]([OH:15])=[CH:7][CH:8]=[N:9]2)=[N:4][CH:3]=1, predict the reactants needed to synthesize it. The reactants are: [Br:1][C:2]1[CH:11]=[C:10]2[C:5]([C:6]([OH:15])=[C:7](C(O)=O)[CH:8]=[N:9]2)=[N:4][CH:3]=1.N1C2C(=CC=CC=2)C=CC=1. (7) Given the product [CH2:23]([N:20]1[CH2:19][CH2:18][CH:17]([CH2:16][N:3]2[CH2:4][CH2:5][CH2:6][N:7]3[N:8]=[C:9]4[C:14]([CH:13]=[CH:12][CH:11]=[CH:10]4)=[C:15]3[C:2]2=[O:1])[CH2:22][CH2:21]1)[CH2:31][C:32]1[CH:37]=[CH:36][CH:35]=[CH:34][CH:33]=1, predict the reactants needed to synthesize it. The reactants are: [O:1]=[C:2]1[C:15]2[N:7]([N:8]=[C:9]3[C:14]=2[CH:13]=[CH:12][CH:11]=[CH:10]3)[CH2:6][CH2:5][CH2:4][N:3]1[CH2:16][CH:17]1[CH2:22][CH2:21][N:20]([C:23](OC(C)(C)C)=O)[CH2:19][CH2:18]1.C(Br)[CH2:31][C:32]1[CH:37]=[CH:36][CH:35]=[CH:34][CH:33]=1.